Dataset: Catalyst prediction with 721,799 reactions and 888 catalyst types from USPTO. Task: Predict which catalyst facilitates the given reaction. (1) Reactant: Cl[C:2]1[N:7]=[N:6][C:5]([C:8]2[C:16]3[C:11](=[N:12][CH:13]=[CH:14][CH:15]=3)[N:10]([CH2:17][C:18]3[CH:23]=[CH:22][CH:21]=[CH:20][C:19]=3[F:24])[N:9]=2)=[N:4][C:3]=1[NH2:25].[CH3:26][C:27]1[C:31](B(O)O)=[C:30]([CH3:35])[O:29][N:28]=1.C(=O)([O-])[O-].[K+].[K+].C1(P(C2CCCCC2)C2CCCCC2)CCCCC1. Product: [CH3:26][C:27]1[C:31]([C:2]2[N:7]=[N:6][C:5]([C:8]3[C:16]4[C:11](=[N:12][CH:13]=[CH:14][CH:15]=4)[N:10]([CH2:17][C:18]4[CH:23]=[CH:22][CH:21]=[CH:20][C:19]=4[F:24])[N:9]=3)=[N:4][C:3]=2[NH2:25])=[C:30]([CH3:35])[O:29][N:28]=1. The catalyst class is: 75. (2) The catalyst class is: 196. Reactant: Cl[C:2]1[C:7]([NH2:8])=[C:6]([Cl:9])[N:5]=[CH:4][N:3]=1.[Cl:10][C:11]1[CH:17]=[CH:16][CH:15]=[CH:14][C:12]=1[NH2:13]. Product: [Cl:9][C:6]1[N:5]=[CH:4][N:3]=[C:2]([NH:13][C:12]2[CH:14]=[CH:15][CH:16]=[CH:17][C:11]=2[Cl:10])[C:7]=1[NH2:8]. (3) Reactant: CN(C)S([N:6]1[CH:10]=[CH:9][N:8]=[C:7]1[C:11]1[CH:16]=[CH:15][N:14]=[C:13]([C:17]2[CH:22]=[CH:21][N:20]3[C:23]([C:26]4[CH:31]=[CH:30][CH:29]=[C:28]([NH:32][C:33]([NH:35][CH2:36][C:37]([F:40])([F:39])[F:38])=[O:34])[CH:27]=4)=[CH:24][N:25]=[C:19]3[CH:18]=2)[N:12]=1)(=O)=O.CO.Cl. Product: [NH:6]1[CH:10]=[CH:9][N:8]=[C:7]1[C:11]1[CH:16]=[CH:15][N:14]=[C:13]([C:17]2[CH:22]=[CH:21][N:20]3[C:23]([C:26]4[CH:27]=[C:28]([NH:32][C:33]([NH:35][CH2:36][C:37]([F:38])([F:40])[F:39])=[O:34])[CH:29]=[CH:30][CH:31]=4)=[CH:24][N:25]=[C:19]3[CH:18]=2)[N:12]=1. The catalyst class is: 14.